This data is from NCI-60 drug combinations with 297,098 pairs across 59 cell lines. The task is: Regression. Given two drug SMILES strings and cell line genomic features, predict the synergy score measuring deviation from expected non-interaction effect. (1) Drug 1: C1=NC2=C(N1)C(=S)N=C(N2)N. Drug 2: CC1=C(C(CCC1)(C)C)C=CC(=CC=CC(=CC(=O)O)C)C. Cell line: IGROV1. Synergy scores: CSS=21.5, Synergy_ZIP=-4.99, Synergy_Bliss=-3.43, Synergy_Loewe=-2.24, Synergy_HSA=-1.89. (2) Drug 1: CNC(=O)C1=CC=CC=C1SC2=CC3=C(C=C2)C(=NN3)C=CC4=CC=CC=N4. Drug 2: CS(=O)(=O)C1=CC(=C(C=C1)C(=O)NC2=CC(=C(C=C2)Cl)C3=CC=CC=N3)Cl. Cell line: SF-539. Synergy scores: CSS=17.7, Synergy_ZIP=-0.606, Synergy_Bliss=1.53, Synergy_Loewe=0.404, Synergy_HSA=3.70. (3) Drug 1: CC12CCC(CC1=CCC3C2CCC4(C3CC=C4C5=CN=CC=C5)C)O. Drug 2: C1=CC(=C2C(=C1NCCNCCO)C(=O)C3=C(C=CC(=C3C2=O)O)O)NCCNCCO. Cell line: EKVX. Synergy scores: CSS=40.9, Synergy_ZIP=9.84, Synergy_Bliss=9.93, Synergy_Loewe=-8.61, Synergy_HSA=9.52. (4) Drug 1: CC(C1=C(C=CC(=C1Cl)F)Cl)OC2=C(N=CC(=C2)C3=CN(N=C3)C4CCNCC4)N. Drug 2: C1=CC(=CC=C1CCC2=CNC3=C2C(=O)NC(=N3)N)C(=O)NC(CCC(=O)O)C(=O)O. Cell line: U251. Synergy scores: CSS=27.5, Synergy_ZIP=-1.23, Synergy_Bliss=-3.60, Synergy_Loewe=-20.0, Synergy_HSA=-3.24.